Dataset: Forward reaction prediction with 1.9M reactions from USPTO patents (1976-2016). Task: Predict the product of the given reaction. (1) Given the reactants C(OC([NH:8][CH2:9][CH:10]1[CH:15]2[CH2:16][CH2:17][CH:11]1[CH2:12][N:13]([C:18]([O:20][CH2:21][C:22]1[CH:27]=[CH:26][CH:25]=[CH:24][CH:23]=1)=[O:19])[CH2:14]2)=O)(C)(C)C.Cl.[OH-].[Na+], predict the reaction product. The product is: [NH2:8][CH2:9][CH:10]1[CH:11]2[CH2:17][CH2:16][CH:15]1[CH2:14][N:13]([C:18]([O:20][CH2:21][C:22]1[CH:23]=[CH:24][CH:25]=[CH:26][CH:27]=1)=[O:19])[CH2:12]2. (2) The product is: [C:8]([C:10]1[CH:11]=[C:12]([C:20]2[O:24][N:23]=[C:22]([C:25]3[CH:39]=[CH:38][C:28]4[CH2:29][CH2:30][N:31]([CH2:34][C:35]([NH:58][CH2:59][C@H:51]([OH:50])[CH3:52])=[O:37])[CH2:32][CH2:33][C:27]=4[C:26]=3[CH3:40])[N:21]=2)[CH:13]=[CH:14][C:15]=1[O:16][CH:17]([CH3:18])[CH3:19])#[N:9]. Given the reactants FC(F)(F)C(O)=O.[C:8]([C:10]1[CH:11]=[C:12]([C:20]2[O:24][N:23]=[C:22]([C:25]3[CH:39]=[CH:38][C:28]4[CH2:29][CH2:30][N:31]([CH2:34][C:35]([OH:37])=O)[CH2:32][CH2:33][C:27]=4[C:26]=3[CH3:40])[N:21]=2)[CH:13]=[CH:14][C:15]=1[O:16][CH:17]([CH3:19])[CH3:18])#[N:9].C(N1CCOCC1)C.O.[OH:50][C:51]1[C:59]2[N:58]=NNC=2C=C[CH:52]=1.C(Cl)CCl.NC[C@H](O)C, predict the reaction product. (3) Given the reactants [CH3:1][C:2]1([CH3:18])[CH2:6][C:5](=[O:7])[N:4]([C:8]2[CH:13]=[CH:12][CH:11]=[C:10]([N+:14]([O-])=O)[CH:9]=2)[C:3]1=[O:17].C([O-])=O.[NH4+], predict the reaction product. The product is: [NH2:14][C:10]1[CH:9]=[C:8]([N:4]2[C:5](=[O:7])[CH2:6][C:2]([CH3:1])([CH3:18])[C:3]2=[O:17])[CH:13]=[CH:12][CH:11]=1. (4) Given the reactants [N+:1]([C:4]1[C:13]2[C:8](=[CH:9][CH:10]=[CH:11][CH:12]=2)[N+:7]([O-:14])=[CH:6][CH:5]=1)([O-:3])=[O:2].[CH3:15][S:16]([CH3:18])=[O:17], predict the reaction product. The product is: [CH:11]1[CH:12]=[C:13]2[C:4]([N+:1]([O-:3])=[O:2])=[CH:5][CH:6]=[N+:7]([O-:14])[C:8]2=[CH:9][CH:10]=1.[CH3:15][S:16]([CH3:18])=[O:17]. (5) The product is: [Si:5]([O:25][CH2:24][CH:15]1[CH:14]([OH:26])[CH2:13][C@@H:12]([CH:9]2[CH2:10][CH2:11]2)[N:16]1[C:17]([O:19][C:20]([CH3:23])([CH3:22])[CH3:21])=[O:18])([C:2]([CH3:4])([CH3:3])[CH3:1])([CH3:7])[CH3:6]. Given the reactants [CH3:1][C:2]([Si:5](Cl)([CH3:7])[CH3:6])([CH3:4])[CH3:3].[CH:9]1([C@H:12]2[N:16]([C:17]([O:19][C:20]([CH3:23])([CH3:22])[CH3:21])=[O:18])[CH:15]([CH2:24][OH:25])[CH:14]([OH:26])[CH2:13]2)[CH2:11][CH2:10]1, predict the reaction product.